From a dataset of Reaction yield outcomes from USPTO patents with 853,638 reactions. Predict the reaction yield, written as a fraction of the theoretical maximum amount of product (1.0 means a 100% yield; for example, 0.34 means a 34% yield). (1) The reactants are [N:1]1[C:2]([C:10]([OH:12])=O)=[CH:3][N:4]2[CH:9]=[CH:8][CH:7]=[CH:6][C:5]=12.CN(C(ON1N=NC2C=CC=NC1=2)=[N+](C)C)C.F[P-](F)(F)(F)(F)F.C1C=NC2N(O)N=NC=2C=1.Cl.[NH2:48][CH:49]1[CH2:54][CH2:53][CH:52]([N:55]2[C:60](=[O:61])[C:59]3[CH:62]=[C:63]([F:66])[CH:64]=[N:65][C:58]=3[N:57]([CH:67]3[CH2:71][CH2:70][CH2:69][CH2:68]3)[C:56]2=[O:72])[CH2:51][CH2:50]1.C(N(C(C)C)C(C)C)C. The catalyst is CN1CCCC1=O. The product is [CH:67]1([N:57]2[C:58]3[N:65]=[CH:64][C:63]([F:66])=[CH:62][C:59]=3[C:60](=[O:61])[N:55]([CH:52]3[CH2:53][CH2:54][CH:49]([NH:48][C:10]([C:2]4[N:1]=[C:5]5[CH:6]=[CH:7][CH:8]=[CH:9][N:4]5[CH:3]=4)=[O:12])[CH2:50][CH2:51]3)[C:56]2=[O:72])[CH2:68][CH2:69][CH2:70][CH2:71]1. The yield is 0.240. (2) The reactants are [CH2:1]([N:3]1[C:11]2[C:6](=[CH:7][CH:8]=[C:9]([O:12][CH3:13])[CH:10]=2)[CH:5]=[CH:4]1)[CH3:2].O=P(Cl)(Cl)Cl.CN([CH:22]=[O:23])C. No catalyst specified. The product is [CH2:1]([N:3]1[C:11]2[C:6](=[CH:7][CH:8]=[C:9]([O:12][CH3:13])[CH:10]=2)[C:5]([CH:22]=[O:23])=[CH:4]1)[CH3:2]. The yield is 0.810. (3) The reactants are [CH3:1][O:2][C:3]1[N:8]=[CH:7][C:6]([CH2:9][NH:10][C:11]2[C:12]3[CH2:20][NH:19][CH2:18][CH2:17][C:13]=3[N:14]=[CH:15][N:16]=2)=[CH:5][CH:4]=1.[Cl:21][C:22]1[CH:23]=[CH:24][C:25](F)=[C:26]([CH:29]=1)[C:27]#[N:28].C(N(CC)C(C)C)(C)C.C([O-])(O)=O.[Na+]. The catalyst is CCOC(C)=O.C(#N)C. The product is [Cl:21][C:22]1[CH:23]=[CH:24][C:25]([N:19]2[CH2:18][CH2:17][C:13]3[N:14]=[CH:15][N:16]=[C:11]([NH:10][CH2:9][C:6]4[CH:7]=[N:8][C:3]([O:2][CH3:1])=[CH:4][CH:5]=4)[C:12]=3[CH2:20]2)=[C:26]([CH:29]=1)[C:27]#[N:28]. The yield is 0.440. (4) The product is [C:37]([C:32]1[CH:33]=[C:34]2[C:29](=[C:30]([F:41])[CH:31]=1)[C:28](=[O:42])[N:27]([C:7]1[C:6]([CH2:5][OH:4])=[C:11]([C:12]3[CH:17]=[C:16]([NH:18][C:19]4[CH:23]=[C:22]([CH3:24])[NH:21][N:20]=4)[C:15](=[O:25])[N:14]([CH3:26])[CH:13]=3)[CH:10]=[CH:9][N:8]=1)[N:36]=[CH:35]2)([CH3:40])([CH3:38])[CH3:39]. The yield is 0.300. The reactants are C([O:4][CH2:5][C:6]1[C:7]([N:27]2[N:36]=[CH:35][C:34]3[C:29](=[C:30]([F:41])[CH:31]=[C:32]([C:37]([CH3:40])([CH3:39])[CH3:38])[CH:33]=3)[C:28]2=[O:42])=[N:8][CH:9]=[CH:10][C:11]=1[C:12]1[CH:17]=[C:16]([NH:18][C:19]2[CH:23]=[C:22]([CH3:24])[NH:21][N:20]=2)[C:15](=[O:25])[N:14]([CH3:26])[CH:13]=1)(=O)C.[OH-].[Li+]. The catalyst is C1COCC1.C(O)(C)C.O. (5) The reactants are [F:1][C:2]1[CH:24]=[CH:23][C:5]([O:6][C:7]2[CH:8]=[C:9]3[C:13](=[CH:14][C:15]=2[C:16]([NH2:18])=[O:17])[N:12]([CH2:19][CH:20]([CH3:22])[CH3:21])[N:11]=[CH:10]3)=[CH:4][CH:3]=1.C(N1C=CN=C1)(N1C=CN=C1)=O.[N:37]1([CH2:43][CH2:44]N)[CH2:42][CH2:41][CH2:40][CH2:39][CH2:38]1. The catalyst is C1COCC1. The product is [N:37]1([CH2:43][CH2:44][NH:18][C:16]([C:15]2[CH:14]=[C:13]3[C:9]([CH:10]=[N:11][N:12]3[CH2:19][CH:20]([CH3:22])[CH3:21])=[CH:8][C:7]=2[O:6][C:5]2[CH:23]=[CH:24][C:2]([F:1])=[CH:3][CH:4]=2)=[O:17])[CH2:42][CH2:41][CH2:40][CH2:39][CH2:38]1. The yield is 1.00.